Predict which catalyst facilitates the given reaction. From a dataset of Catalyst prediction with 721,799 reactions and 888 catalyst types from USPTO. (1) Reactant: [CH3:1][C:2]1[CH:7]=[CH:6][C:5]([O:8]CC=C)=[CH:4][C:3]=1[NH:12][C:13]1[CH:18]=[CH:17][N:16]=[C:15]([NH:19][C:20]2[CH:21]=[C:22]([C:26]([NH:28][CH2:29][CH2:30][NH:31][C:32](=[O:38])[O:33][C:34]([CH3:37])([CH3:36])[CH3:35])=[O:27])[CH:23]=[CH:24][CH:25]=2)[N:14]=1.N1CCOCC1.CCOCC. Product: [OH:8][C:5]1[CH:6]=[CH:7][C:2]([CH3:1])=[C:3]([NH:12][C:13]2[CH:18]=[CH:17][N:16]=[C:15]([NH:19][C:20]3[CH:21]=[C:22]([C:26]([NH:28][CH2:29][CH2:30][NH:31][C:32](=[O:38])[O:33][C:34]([CH3:35])([CH3:36])[CH3:37])=[O:27])[CH:23]=[CH:24][CH:25]=3)[N:14]=2)[CH:4]=1. The catalyst class is: 508. (2) Reactant: Br[CH2:2][C:3]1[C:7]2[N:8]=[CH:9][N:10]=[C:11]([Cl:12])[C:6]=2[S:5][CH:4]=1.[C:13]([O-:16])(=[O:15])[CH3:14].[Na+].[I-].[K+].C(OCC)(=O)C. Product: [C:13]([O:16][CH2:2][C:3]1[C:7]2[N:8]=[CH:9][N:10]=[C:11]([Cl:12])[C:6]=2[S:5][CH:4]=1)(=[O:15])[CH3:14]. The catalyst class is: 9. (3) Reactant: Cl[C:2]([O:4][CH2:5][C:6]1[CH:11]=[CH:10][C:9]([N+:12]([O-:14])=[O:13])=[CH:8][CH:7]=1)=[O:3].[NH:15]1[C:19]2[CH:20]=[CH:21][CH:22]=[CH:23][C:18]=2[N:17]=[N:16]1.CCN(CC)CC. Product: [N+:12]([C:9]1[CH:10]=[CH:11][C:6]([CH2:5][O:4][C:2]([C:23]2[C:18]3[N:17]=[N:16][NH:15][C:19]=3[CH:20]=[CH:21][CH:22]=2)=[O:3])=[CH:7][CH:8]=1)([O-:14])=[O:13]. The catalyst class is: 2.